Dataset: NCI-60 drug combinations with 297,098 pairs across 59 cell lines. Task: Regression. Given two drug SMILES strings and cell line genomic features, predict the synergy score measuring deviation from expected non-interaction effect. Drug 1: C1CCC(CC1)NC(=O)N(CCCl)N=O. Drug 2: C(=O)(N)NO. Cell line: OVCAR-5. Synergy scores: CSS=-1.69, Synergy_ZIP=-2.36, Synergy_Bliss=-4.82, Synergy_Loewe=-9.97, Synergy_HSA=-6.95.